This data is from Full USPTO retrosynthesis dataset with 1.9M reactions from patents (1976-2016). The task is: Predict the reactants needed to synthesize the given product. (1) Given the product [I:1][C:2]1[CH:3]=[C:4]([CH:5]([OH:6])[CH2:13][CH2:12][CH:11]=[CH2:10])[CH:7]=[CH:8][CH:9]=1, predict the reactants needed to synthesize it. The reactants are: [I:1][C:2]1[CH:3]=[C:4]([CH:7]=[CH:8][CH:9]=1)[CH:5]=[O:6].[CH2:10]([Mg]Br)[CH2:11][CH:12]=[CH2:13]. (2) The reactants are: [H-].[Na+].[Br:3][CH2:4][C:5]([CH3:9])([CH3:8])[CH2:6][OH:7].[Cl:10][C:11]1[CH:16]=[C:15](Cl)[N:14]=[CH:13][N:12]=1.[Cl-].[NH4+]. Given the product [Cl:10][C:11]1[CH:16]=[C:15]([O:7][CH2:6][C:5]([CH3:9])([CH3:8])[CH2:4][Br:3])[N:14]=[CH:13][N:12]=1, predict the reactants needed to synthesize it. (3) The reactants are: [N:1]1[CH:6]=[CH:5][C:4]([NH:7][C:8]([CH:10]2[CH2:15][CH2:14][N:13]([C:16]([O:18][CH2:19][C:20]3[CH:25]=[CH:24][CH:23]=[CH:22][CH:21]=3)=[O:17])[CH2:12][CH2:11]2)=[O:9])=[CH:3][CH:2]=1.C1C=C(Cl)C=C(C(OO)=[O:34])C=1. Given the product [O-:34][N+:1]1[CH:6]=[CH:5][C:4]([NH:7][C:8]([CH:10]2[CH2:15][CH2:14][N:13]([C:16]([O:18][CH2:19][C:20]3[CH:21]=[CH:22][CH:23]=[CH:24][CH:25]=3)=[O:17])[CH2:12][CH2:11]2)=[O:9])=[CH:3][CH:2]=1, predict the reactants needed to synthesize it. (4) The reactants are: [OH:1][C:2]([CH2:4][CH2:5][CH2:6][CH2:7][C@H:8]1[C@@H:16]2[C@@H:11]([NH:12][C:13]([NH:15]2)=[O:14])[CH2:10][S:9]1)=[O:3].C1(N=C=NC2CCCCC2)CCCCC1.N1C=CC=CC=1.O[N:39]1[C:43](=[O:44])[CH2:42][CH2:41][C:40]1=[O:45]. Given the product [O:45]=[C:40]1[CH2:41][CH2:42][C:43](=[O:44])[N:39]1[O:3][C:2](=[O:1])[CH2:4][CH2:5][CH2:6][CH2:7][CH:8]1[CH:16]2[CH:11]([NH:12][C:13](=[O:14])[NH:15]2)[CH2:10][S:9]1, predict the reactants needed to synthesize it.